Dataset: NCI-60 drug combinations with 297,098 pairs across 59 cell lines. Task: Regression. Given two drug SMILES strings and cell line genomic features, predict the synergy score measuring deviation from expected non-interaction effect. Drug 1: CN1CCC(CC1)COC2=C(C=C3C(=C2)N=CN=C3NC4=C(C=C(C=C4)Br)F)OC. Drug 2: C1CCC(C(C1)N)N.C(=O)(C(=O)[O-])[O-].[Pt+4]. Cell line: LOX IMVI. Synergy scores: CSS=14.7, Synergy_ZIP=-3.83, Synergy_Bliss=0.0755, Synergy_Loewe=1.67, Synergy_HSA=2.39.